This data is from NCI-60 drug combinations with 297,098 pairs across 59 cell lines. The task is: Regression. Given two drug SMILES strings and cell line genomic features, predict the synergy score measuring deviation from expected non-interaction effect. (1) Drug 1: COCCOC1=C(C=C2C(=C1)C(=NC=N2)NC3=CC=CC(=C3)C#C)OCCOC. Drug 2: C1=CC(=C(C=C1I)F)NC2=C(C=CC(=C2F)F)C(=O)NOCC(CO)O. Cell line: HT29. Synergy scores: CSS=65.0, Synergy_ZIP=0.0829, Synergy_Bliss=-0.504, Synergy_Loewe=1.19, Synergy_HSA=3.97. (2) Drug 1: CCC1(CC2CC(C3=C(CCN(C2)C1)C4=CC=CC=C4N3)(C5=C(C=C6C(=C5)C78CCN9C7C(C=CC9)(C(C(C8N6C=O)(C(=O)OC)O)OC(=O)C)CC)OC)C(=O)OC)O.OS(=O)(=O)O. Drug 2: C1=NC(=NC(=O)N1C2C(C(C(O2)CO)O)O)N. Cell line: BT-549. Synergy scores: CSS=35.2, Synergy_ZIP=-5.20, Synergy_Bliss=0.219, Synergy_Loewe=0.173, Synergy_HSA=2.83. (3) Drug 1: C(CN)CNCCSP(=O)(O)O. Drug 2: CC1CCCC2(C(O2)CC(NC(=O)CC(C(C(=O)C(C1O)C)(C)C)O)C(=CC3=CSC(=N3)C)C)C. Cell line: SK-MEL-28. Synergy scores: CSS=28.6, Synergy_ZIP=3.86, Synergy_Bliss=3.76, Synergy_Loewe=-15.6, Synergy_HSA=3.07. (4) Drug 1: CC1=CC2C(CCC3(C2CCC3(C(=O)C)OC(=O)C)C)C4(C1=CC(=O)CC4)C. Drug 2: CC1CCCC2(C(O2)CC(NC(=O)CC(C(C(=O)C(C1O)C)(C)C)O)C(=CC3=CSC(=N3)C)C)C. Cell line: MCF7. Synergy scores: CSS=-12.2, Synergy_ZIP=2.98, Synergy_Bliss=3.90, Synergy_Loewe=-10.3, Synergy_HSA=-6.88. (5) Drug 1: CNC(=O)C1=NC=CC(=C1)OC2=CC=C(C=C2)NC(=O)NC3=CC(=C(C=C3)Cl)C(F)(F)F. Drug 2: CCCCC(=O)OCC(=O)C1(CC(C2=C(C1)C(=C3C(=C2O)C(=O)C4=C(C3=O)C=CC=C4OC)O)OC5CC(C(C(O5)C)O)NC(=O)C(F)(F)F)O. Cell line: NCI/ADR-RES. Synergy scores: CSS=-0.235, Synergy_ZIP=-1.42, Synergy_Bliss=-2.57, Synergy_Loewe=-13.6, Synergy_HSA=-6.68. (6) Drug 1: CS(=O)(=O)CCNCC1=CC=C(O1)C2=CC3=C(C=C2)N=CN=C3NC4=CC(=C(C=C4)OCC5=CC(=CC=C5)F)Cl. Drug 2: CN1C2=C(C=C(C=C2)N(CCCl)CCCl)N=C1CCCC(=O)O.Cl. Cell line: DU-145. Synergy scores: CSS=7.66, Synergy_ZIP=-0.743, Synergy_Bliss=0.293, Synergy_Loewe=-4.08, Synergy_HSA=-1.54. (7) Drug 1: C#CCC(CC1=CN=C2C(=N1)C(=NC(=N2)N)N)C3=CC=C(C=C3)C(=O)NC(CCC(=O)O)C(=O)O. Drug 2: CC1C(C(CC(O1)OC2CC(CC3=C2C(=C4C(=C3O)C(=O)C5=C(C4=O)C(=CC=C5)OC)O)(C(=O)CO)O)N)O.Cl. Cell line: SNB-19. Synergy scores: CSS=42.9, Synergy_ZIP=-0.261, Synergy_Bliss=-0.907, Synergy_Loewe=1.90, Synergy_HSA=2.57. (8) Synergy scores: CSS=49.0, Synergy_ZIP=-2.07, Synergy_Bliss=-4.88, Synergy_Loewe=-5.21, Synergy_HSA=-4.38. Cell line: UACC62. Drug 2: CC(C)CN1C=NC2=C1C3=CC=CC=C3N=C2N. Drug 1: C1CN1C2=NC(=NC(=N2)N3CC3)N4CC4.